This data is from Catalyst prediction with 721,799 reactions and 888 catalyst types from USPTO. The task is: Predict which catalyst facilitates the given reaction. Reactant: [O:1]=[C:2]1[CH2:7][NH:6][CH2:5][CH2:4][N:3]1[CH2:8][C:9]([OH:11])=[O:10].[C:12]([O:16][C:17](=[O:22])[NH:18][CH2:19][CH:20]=O)([CH3:15])([CH3:14])[CH3:13]. Product: [C:12]([O:16][C:17]([NH:18][CH2:19][CH2:20][N:6]1[CH2:5][CH2:4][N:3]([CH2:8][C:9]([OH:11])=[O:10])[C:2](=[O:1])[CH2:7]1)=[O:22])([CH3:15])([CH3:14])[CH3:13]. The catalyst class is: 19.